From a dataset of Forward reaction prediction with 1.9M reactions from USPTO patents (1976-2016). Predict the product of the given reaction. (1) Given the reactants [Cl:1][C:2]1[CH:7]=[CH:6][C:5]([C:8]2[CH2:12][C:11]([C:17]3[CH:22]=[C:21]([Cl:23])[C:20]([Cl:24])=[C:19]([Cl:25])[CH:18]=3)([C:13]([F:16])([F:15])[F:14])[O:10][N:9]=2)=[CH:4][C:3]=1[CH2:26][NH2:27].[C:28](Cl)(=[O:32])[CH:29]([CH3:31])[CH3:30], predict the reaction product. The product is: [Cl:1][C:2]1[CH:7]=[CH:6][C:5]([C:8]2[CH2:12][C:11]([C:17]3[CH:22]=[C:21]([Cl:23])[C:20]([Cl:24])=[C:19]([Cl:25])[CH:18]=3)([C:13]([F:16])([F:14])[F:15])[O:10][N:9]=2)=[CH:4][C:3]=1[CH2:26][NH:27][C:28](=[O:32])[CH:29]([CH3:31])[CH3:30]. (2) Given the reactants [C:1]([C:5]1[O:9][N:8]=[C:7]([NH:10][C:11]([NH:13][C:14]2[CH:19]=[CH:18][CH:17]=[C:16]([O:20][C:21]3[C:30]4[C:25](=[CH:26][C:27]([O:32][CH3:33])=[C:28]([OH:31])[CH:29]=4)[N:24]=[CH:23][N:22]=3)[CH:15]=2)=[O:12])[CH:6]=1)([CH3:4])([CH3:3])[CH3:2].C([O-])([O-])=O.[Cs+].[Cs+].[CH2:40]([CH:42]1[O:44][CH2:43]1)Cl, predict the reaction product. The product is: [C:1]([C:5]1[O:9][N:8]=[C:7]([NH:10][C:11]([NH:13][C:14]2[CH:19]=[CH:18][CH:17]=[C:16]([O:20][C:21]3[C:30]4[C:25](=[CH:26][C:27]([O:32][CH3:33])=[C:28]([O:31][CH2:40][C@@H:42]5[CH2:43][O:44]5)[CH:29]=4)[N:24]=[CH:23][N:22]=3)[CH:15]=2)=[O:12])[CH:6]=1)([CH3:4])([CH3:2])[CH3:3]. (3) Given the reactants [Cl:1][C:2]1[CH:7]=[CH:6][CH:5]=[CH:4][C:3]=1[NH:8][C:9]1[C:18]2[C:13](=[CH:14][CH:15]=[C:16]([O:19][CH3:20])[CH:17]=2)[N:12]=[CH:11][C:10]=1[NH2:21].[CH2:22](OC(OCC)OCC)C, predict the reaction product. The product is: [Cl:1][C:2]1[CH:7]=[CH:6][CH:5]=[CH:4][C:3]=1[N:8]1[C:9]2[C:18]3[CH:17]=[C:16]([O:19][CH3:20])[CH:15]=[CH:14][C:13]=3[N:12]=[CH:11][C:10]=2[N:21]=[CH:22]1. (4) Given the reactants [Br:1][C:2]1[CH:7]=[CH:6][C:5]([Cl:8])=[CH:4][C:3]=1[CH3:9].[Br:10]N1C(=O)CCC1=O, predict the reaction product. The product is: [Br:1][C:2]1[CH:7]=[CH:6][C:5]([Cl:8])=[CH:4][C:3]=1[CH2:9][Br:10]. (5) The product is: [F:1][C:2]1[CH:3]=[CH:4][C:5]([CH2:6][N:7]2[C:12](=[O:13])[CH2:11][N:10]([C:14]([O:16][CH2:17][C:18]3[CH:23]=[CH:22][CH:21]=[CH:20][CH:19]=3)=[O:15])[CH2:9][CH:8]2[CH2:24][C:25]([OH:27])=[O:26])=[CH:30][CH:31]=1. Given the reactants [F:1][C:2]1[CH:31]=[CH:30][C:5]([CH2:6][N:7]2[C:12](=[O:13])[CH2:11][N:10]([C:14]([O:16][CH2:17][C:18]3[CH:23]=[CH:22][CH:21]=[CH:20][CH:19]=3)=[O:15])[CH2:9][CH:8]2[CH2:24][C:25]([O:27]CC)=[O:26])=[CH:4][CH:3]=1.[OH-].[Na+].Cl, predict the reaction product. (6) Given the reactants CC(C)([O-])C.[K+].[N+:7]([CH3:10])([O-:9])=[O:8].Cl[C:12]1[C:17]([Cl:18])=[CH:16][C:15]([Cl:19])=[CH:14][N:13]=1.Cl, predict the reaction product. The product is: [Cl:18][C:17]1[C:12]([CH2:10][N+:7]([O-:9])=[O:8])=[N:13][CH:14]=[C:15]([Cl:19])[CH:16]=1. (7) Given the reactants [Cl:1][C:2]1[CH:3]=[C:4]([NH:9][C:10]2[N:15]=[C:14]([N:16]3[CH:20]=[CH:19][C:18]([C:21]([F:24])([F:23])[F:22])=[N:17]3)[C:13]([C:25]3[CH:26]=[C:27]([C:40]([O:42]C)=[O:41])[C:28]([O:31][CH:32]([C:34]4[CH:39]=[CH:38][N:37]=[CH:36][CH:35]=4)[CH3:33])=[N:29][CH:30]=3)=[CH:12][N:11]=2)[CH:5]=[CH:6][C:7]=1[F:8].O.[OH-].[Ba+2].[OH-].Cl, predict the reaction product. The product is: [Cl:1][C:2]1[CH:3]=[C:4]([NH:9][C:10]2[N:15]=[C:14]([N:16]3[CH:20]=[CH:19][C:18]([C:21]([F:22])([F:23])[F:24])=[N:17]3)[C:13]([C:25]3[CH:26]=[C:27]([C:40]([OH:42])=[O:41])[C:28]([O:31][CH:32]([C:34]4[CH:35]=[CH:36][N:37]=[CH:38][CH:39]=4)[CH3:33])=[N:29][CH:30]=3)=[CH:12][N:11]=2)[CH:5]=[CH:6][C:7]=1[F:8]. (8) Given the reactants Cl.[Cl:2][C:3]1[C:11]2[C:6](=[CH:7][CH:8]=[C:9]([C:12]3[O:16][N:15]=[C:14]([C:17]4[C:18]([CH3:27])=[C:19]5[C:24](=[CH:25][CH:26]=4)[CH2:23][NH:22][CH2:21][CH2:20]5)[N:13]=3)[CH:10]=2)[N:5]([CH:28]([CH3:30])[CH3:29])[N:4]=1.C(N(C(C)C)CC)(C)C.[S:40](N)([NH2:43])(=[O:42])=[O:41], predict the reaction product. The product is: [Cl:2][C:3]1[C:11]2[C:6](=[CH:7][CH:8]=[C:9]([C:12]3[O:16][N:15]=[C:14]([C:17]4[C:18]([CH3:27])=[C:19]5[C:24](=[CH:25][CH:26]=4)[CH2:23][N:22]([S:40]([NH2:43])(=[O:42])=[O:41])[CH2:21][CH2:20]5)[N:13]=3)[CH:10]=2)[N:5]([CH:28]([CH3:30])[CH3:29])[N:4]=1. (9) Given the reactants [C:1]1([NH2:8])[CH:6]=[CH:5][CH:4]=[CH:3][C:2]=1[NH2:7].[CH3:9][C:10]1[CH:18]=[C:17]([CH3:19])[CH:16]=[C:15]([CH3:20])[C:11]=1[C:12](O)=O, predict the reaction product. The product is: [C:10]1([CH3:9])[CH:18]=[C:17]([CH3:19])[CH:16]=[C:15]([CH3:20])[C:11]=1[C:12]1[NH:7][C:2]2[CH:3]=[CH:4][CH:5]=[CH:6][C:1]=2[N:8]=1.